From a dataset of NCI-60 drug combinations with 297,098 pairs across 59 cell lines. Regression. Given two drug SMILES strings and cell line genomic features, predict the synergy score measuring deviation from expected non-interaction effect. (1) Drug 1: C1CN1C2=NC(=NC(=N2)N3CC3)N4CC4. Drug 2: C1=NC2=C(N1)C(=S)N=C(N2)N. Cell line: SR. Synergy scores: CSS=83.2, Synergy_ZIP=-0.380, Synergy_Bliss=-0.146, Synergy_Loewe=-2.20, Synergy_HSA=0.993. (2) Drug 1: CC1=CC=C(C=C1)C2=CC(=NN2C3=CC=C(C=C3)S(=O)(=O)N)C(F)(F)F. Drug 2: COCCOC1=C(C=C2C(=C1)C(=NC=N2)NC3=CC=CC(=C3)C#C)OCCOC.Cl. Cell line: COLO 205. Synergy scores: CSS=-5.80, Synergy_ZIP=3.99, Synergy_Bliss=0.917, Synergy_Loewe=-6.14, Synergy_HSA=-5.69.